Dataset: HIV replication inhibition screening data with 41,000+ compounds from the AIDS Antiviral Screen. Task: Binary Classification. Given a drug SMILES string, predict its activity (active/inactive) in a high-throughput screening assay against a specified biological target. The drug is CC(C)(C)C(=O)OC1COC2C(O)COC12. The result is 0 (inactive).